From a dataset of Reaction yield outcomes from USPTO patents with 853,638 reactions. Predict the reaction yield, written as a fraction of the theoretical maximum amount of product (1.0 means a 100% yield; for example, 0.34 means a 34% yield). (1) The reactants are [CH3:1][C:2]1[CH:6]=[C:5]([CH3:7])[NH:4][N:3]=1.[H-].[Na+].[Cl:10][C:11]1[CH:16]=[C:15]([Cl:17])[N:14]=[C:13](S(C)(=O)=O)[N:12]=1. The catalyst is ClCCl. The product is [Cl:10][C:11]1[CH:16]=[C:15]([Cl:17])[N:14]=[C:13]([N:3]2[C:2]([CH3:1])=[CH:6][C:5]([CH3:7])=[N:4]2)[N:12]=1. The yield is 0.590. (2) The reactants are [C:1]([C:5]1[CH:10]=[C:9]([CH3:11])[CH:8]=[C:7]([C:12]([CH3:15])([CH3:14])[CH3:13])[C:6]=1[OH:16])([CH3:4])([CH3:3])[CH3:2].Br[CH2:18][C:19]([O:21][CH3:22])=[O:20].C(=O)([O-])[O-].[Cs+].[Cs+].O. The catalyst is C(#N)C. The product is [C:12]([C:7]1[CH:8]=[C:9]([CH3:11])[CH:10]=[C:5]([C:1]([CH3:4])([CH3:3])[CH3:2])[C:6]=1[O:16][CH2:18][C:19]([O:21][CH3:22])=[O:20])([CH3:15])([CH3:14])[CH3:13]. The yield is 1.00.